This data is from NCI-60 drug combinations with 297,098 pairs across 59 cell lines. The task is: Regression. Given two drug SMILES strings and cell line genomic features, predict the synergy score measuring deviation from expected non-interaction effect. (1) Drug 1: C1=CC(=CC=C1C#N)C(C2=CC=C(C=C2)C#N)N3C=NC=N3. Drug 2: C1=CC=C(C(=C1)C(C2=CC=C(C=C2)Cl)C(Cl)Cl)Cl. Cell line: EKVX. Synergy scores: CSS=1.21, Synergy_ZIP=0.236, Synergy_Bliss=1.82, Synergy_Loewe=-0.541, Synergy_HSA=0.317. (2) Drug 1: C1=NC2=C(N=C(N=C2N1C3C(C(C(O3)CO)O)O)F)N. Drug 2: C1=CC=C(C(=C1)C(C2=CC=C(C=C2)Cl)C(Cl)Cl)Cl. Cell line: T-47D. Synergy scores: CSS=2.24, Synergy_ZIP=-1.14, Synergy_Bliss=-5.01, Synergy_Loewe=0.740, Synergy_HSA=-3.77.